Dataset: Full USPTO retrosynthesis dataset with 1.9M reactions from patents (1976-2016). Task: Predict the reactants needed to synthesize the given product. (1) Given the product [OH:2][CH2:1][CH2:3][NH:4][CH2:6][C:7]1[CH:12]=[CH:11][C:10]([C:13]2[CH:14]=[CH:15][C:16]([S:19]([N:22]3[CH2:27][CH2:26][S:25][C:24]([CH3:29])([CH3:28])[C@@H:23]3[C:30]([OH:32])=[O:31])(=[O:20])=[O:21])=[CH:17][CH:18]=2)=[CH:9][CH:8]=1, predict the reactants needed to synthesize it. The reactants are: [CH2:1]([CH2:3][NH2:4])[OH:2].O[CH2:6][C:7]1[CH:12]=[CH:11][C:10]([C:13]2[CH:18]=[CH:17][C:16]([S:19]([N:22]3[CH2:27][CH2:26][S:25][C:24]([CH3:29])([CH3:28])[C@@H:23]3[C:30]([OH:32])=[O:31])(=[O:21])=[O:20])=[CH:15][CH:14]=2)=[CH:9][CH:8]=1. (2) Given the product [Cl:1][C:2]1[CH:7]=[CH:6][C:5]([C:8]2[C:9]([C:10]3[CH:15]=[CH:14][C:13]([Cl:16])=[CH:12][CH:11]=3)=[N:28][C:27]3[N:26]([C:29]4[CH:34]=[CH:33][CH:32]=[CH:31][CH:30]=4)[N:25]=[CH:24][C:23]=3[C:21]=2[OH:20])=[CH:4][CH:3]=1, predict the reactants needed to synthesize it. The reactants are: [Cl:1][C:2]1[CH:7]=[CH:6][C:5]([C:8](=O)[CH2:9][C:10]2[CH:15]=[CH:14][C:13]([Cl:16])=[CH:12][CH:11]=2)=[CH:4][CH:3]=1.C([O:20][C:21]([C:23]1[CH:24]=[N:25][N:26]([C:29]2[CH:34]=[CH:33][CH:32]=[CH:31][CH:30]=2)[C:27]=1[NH2:28])=O)C.CCOC(C)=O.